This data is from Catalyst prediction with 721,799 reactions and 888 catalyst types from USPTO. The task is: Predict which catalyst facilitates the given reaction. (1) Reactant: [CH2:1]([NH2:7])[CH:2]1[O:6][CH2:5][CH2:4][CH2:3]1.[Br:8][C:9]1[CH:14]=[CH:13][C:12]([S:15](Cl)(=[O:17])=[O:16])=[CH:11][CH:10]=1.CCN(C(C)C)C(C)C. Product: [Br:8][C:9]1[CH:14]=[CH:13][C:12]([S:15]([NH:7][CH2:1][CH:2]2[CH2:3][CH2:4][CH2:5][O:6]2)(=[O:17])=[O:16])=[CH:11][CH:10]=1. The catalyst class is: 4. (2) Reactant: [NH2:1][CH2:2][CH2:3][O:4][CH2:5][CH2:6][O:7][CH2:8][CH2:9][O:10][CH2:11][CH2:12][O:13][CH2:14][CH2:15][C:16]([OH:18])=[O:17].[CH3:19]O.C[Si](C=[N+]=[N-])(C)C.[C:28](O[C:28]([C:30]([F:33])([F:32])[F:31])=[O:29])([C:30]([F:33])([F:32])[F:31])=[O:29]. Product: [CH3:19][O:17][C:16](=[O:18])[CH2:15][CH2:14][O:13][CH2:12][CH2:11][O:10][CH2:9][CH2:8][O:7][CH2:6][CH2:5][O:4][CH2:3][CH2:2][NH:1][C:28](=[O:29])[C:30]([F:33])([F:32])[F:31]. The catalyst class is: 322. (3) Reactant: [C:1]([O:5][C:6](=[O:29])[NH:7][C@H:8]([C:10]1[N:19]([C:20]2[CH:25]=[CH:24][CH:23]=[C:22]([NH2:26])[CH:21]=2)[C:18](=[O:27])[C:17]2[C:12](=[CH:13][CH:14]=[CH:15][C:16]=2[Cl:28])[N:11]=1)[CH3:9])([CH3:4])([CH3:3])[CH3:2].C1N=C[N:32]([C:35](N2C=NC=C2)=[O:36])C=1.Cl.[O:43](N)[CH3:44]. Product: [C:1]([O:5][C:6](=[O:29])[NH:7][C@H:8]([C:10]1[N:19]([C:20]2[CH:25]=[CH:24][CH:23]=[C:22]([NH:26][C:35]([NH:32][O:43][CH3:44])=[O:36])[CH:21]=2)[C:18](=[O:27])[C:17]2[C:12](=[CH:13][CH:14]=[CH:15][C:16]=2[Cl:28])[N:11]=1)[CH3:9])([CH3:2])([CH3:3])[CH3:4]. The catalyst class is: 2. (4) Reactant: Br[C:2]1[CH:3]=[CH:4][C:5]([O:10][C@H:11]2[CH2:16][CH2:15][N:14]([C:17](=[O:20])[CH2:18][OH:19])[CH2:13][C@H:12]2[F:21])=[C:6]([CH:9]=1)[C:7]#[N:8].[B:22]1([B:22]2[O:26][C:25]([CH3:28])([CH3:27])[C:24]([CH3:30])([CH3:29])[O:23]2)[O:26][C:25]([CH3:28])([CH3:27])[C:24]([CH3:30])([CH3:29])[O:23]1.C([O-])(=O)C.[K+]. Product: [F:21][C@H:12]1[C@@H:11]([O:10][C:5]2[CH:4]=[CH:3][C:2]([B:22]3[O:26][C:25]([CH3:28])([CH3:27])[C:24]([CH3:30])([CH3:29])[O:23]3)=[CH:9][C:6]=2[C:7]#[N:8])[CH2:16][CH2:15][N:14]([C:17](=[O:20])[CH2:18][OH:19])[CH2:13]1. The catalyst class is: 75. (5) Reactant: C([Mg]Cl)(C)C.I[C:7]1[CH:14]=[CH:13][C:10]([C:11]#[N:12])=[CH:9][CH:8]=1.[O:15]1[CH2:18][C:17](=CC(OCC)=O)[CH2:16]1.[Cl-].[NH4+].C([O:29]CC)C. Product: [OH:29][C:17]1([C:7]2[CH:14]=[CH:13][C:10]([C:11]#[N:12])=[CH:9][CH:8]=2)[CH2:16][O:15][CH2:18]1. The catalyst class is: 20.